From a dataset of Full USPTO retrosynthesis dataset with 1.9M reactions from patents (1976-2016). Predict the reactants needed to synthesize the given product. (1) Given the product [Cl:15][C:10]1[C:9]([Cl:16])=[CH:8][CH:7]=[C:6]2[C:11]=1[C:12]1[CH:13]=[CH:14][CH:2]=[C:3]([OH:17])[C:4]=1[NH:5]2, predict the reactants needed to synthesize it. The reactants are: Br[CH:2]1[CH2:14][CH2:13][C:12]2[C:11]3[C:6](=[CH:7][CH:8]=[C:9]([Cl:16])[C:10]=3[Cl:15])[NH:5][C:4]=2[C:3]1=[O:17].[Li+].[Br-]. (2) The reactants are: C(O[C:6]([N:8]([CH2:10][C:11]1[CH:12]=[C:13]([C:28]2[CH:33]=[CH:32][CH:31]=[CH:30][CH:29]=2)[N:14]([S:16]([C:19]2[CH:27]=[CH:26][CH:25]=[CH:24][C:20]=2[C:21]([OH:23])=[O:22])(=[O:18])=[O:17])[CH:15]=1)C)=O)(C)(C)C.C(OCC)(=O)C.[ClH:40].CO. Given the product [ClH:40].[CH3:6][NH:8][CH2:10][C:11]1[CH:12]=[C:13]([C:28]2[CH:33]=[CH:32][CH:31]=[CH:30][CH:29]=2)[N:14]([S:16]([C:19]2[CH:27]=[CH:26][CH:25]=[CH:24][C:20]=2[C:21]([OH:23])=[O:22])(=[O:18])=[O:17])[CH:15]=1, predict the reactants needed to synthesize it. (3) Given the product [ClH:19].[Br:11][C:12]1[CH:17]=[CH:16][C:15]([NH:18][C:21]2[C:26]([C:27]([OH:29])=[O:28])=[CH:25][N:24]=[C:23]([Cl:30])[CH:22]=2)=[C:14]([Cl:19])[CH:13]=1, predict the reactants needed to synthesize it. The reactants are: [Li+].C[Si]([N-][Si](C)(C)C)(C)C.[Br:11][C:12]1[CH:17]=[CH:16][C:15]([NH2:18])=[C:14]([Cl:19])[CH:13]=1.Cl[C:21]1[C:26]([C:27]([OH:29])=[O:28])=[CH:25][N:24]=[C:23]([Cl:30])[CH:22]=1. (4) Given the product [CH3:1][O:2][C:3](=[O:40])[CH2:4][C:5]1[CH:10]=[CH:9][CH:8]=[CH:7][C:6]=1[CH2:11][CH2:12][C:13]1[C:18]([CH3:19])=[CH:17][N:16]=[C:15]([NH:20][C:21]2[CH:22]=[CH:23][C:24]([N:27]3[CH2:32][CH2:31][N:30]([C:33]([O:35][C:36]([CH3:37])([CH3:38])[CH3:39])=[O:34])[CH2:29][CH2:28]3)=[CH:25][CH:26]=2)[N:14]=1, predict the reactants needed to synthesize it. The reactants are: [CH3:1][O:2][C:3](=[O:40])[CH2:4][C:5]1[CH:10]=[CH:9][CH:8]=[CH:7][C:6]=1[C:11]#[C:12][C:13]1[C:18]([CH3:19])=[CH:17][N:16]=[C:15]([NH:20][C:21]2[CH:26]=[CH:25][C:24]([N:27]3[CH2:32][CH2:31][N:30]([C:33]([O:35][C:36]([CH3:39])([CH3:38])[CH3:37])=[O:34])[CH2:29][CH2:28]3)=[CH:23][CH:22]=2)[N:14]=1. (5) Given the product [C:6]([O:5][CH2:4][CH:3]1[S:16][CH2:17][CH2:15][O:14]1)(=[O:13])[C:7]1[CH:8]=[CH:9][CH:10]=[CH:11][CH:12]=1, predict the reactants needed to synthesize it. The reactants are: CO[CH:3]([O:14][CH3:15])[CH2:4][O:5][C:6](=[O:13])[C:7]1[CH:12]=[CH:11][CH:10]=[CH:9][CH:8]=1.[SH:16][CH2:17]CO. (6) Given the product [ClH:1].[ClH:1].[Cl:1][C:2]1[CH:3]=[C:4]2[C:8](=[CH:9][CH:10]=1)[NH:7][CH:6]=[C:5]2/[CH:11]=[C:12]1\[O:13][C:14]2[C:21]([CH2:22][N:23]3[CH2:24][CH2:25][NH:26][CH2:27][CH2:28]3)=[C:20]([OH:36])[CH:19]=[CH:18][C:15]=2[C:16]\1=[O:17], predict the reactants needed to synthesize it. The reactants are: [Cl:1][C:2]1[CH:3]=[C:4]2[C:8](=[CH:9][CH:10]=1)[NH:7][CH:6]=[C:5]2/[CH:11]=[C:12]1\[O:13][C:14]2[C:21]([CH2:22][N:23]3[CH2:28][CH2:27][N:26](C(OC(C)(C)C)=O)[CH2:25][CH2:24]3)=[C:20]([OH:36])[CH:19]=[CH:18][C:15]=2[C:16]\1=[O:17].FC(F)(F)C(O)=O. (7) Given the product [CH3:19][N:10]1[C:11]2[C:16](=[CH:15][N:14]=[C:13]([CH3:18])[CH:12]=2)[CH:17]=[C:8]([C:6]2[CH:7]=[C:2]([NH:1][C:23]3[N:27]=[C:26]([C:28]4[CH:33]=[CH:32][CH:31]=[CH:30][CH:29]=4)[S:25][N:24]=3)[CH:3]=[CH:4][C:5]=2[CH3:21])[C:9]1=[O:20], predict the reactants needed to synthesize it. The reactants are: [NH2:1][C:2]1[CH:3]=[CH:4][C:5]([CH3:21])=[C:6]([C:8]2[C:9](=[O:20])[N:10]([CH3:19])[C:11]3[C:16]([CH:17]=2)=[CH:15][N:14]=[C:13]([CH3:18])[CH:12]=3)[CH:7]=1.Cl[C:23]1[N:27]=[C:26]([C:28]2[CH:33]=[CH:32][CH:31]=[CH:30][CH:29]=2)[S:25][N:24]=1.CC1C=CC(S(O)(=O)=O)=CC=1.